Dataset: Peptide-MHC class II binding affinity with 134,281 pairs from IEDB. Task: Regression. Given a peptide amino acid sequence and an MHC pseudo amino acid sequence, predict their binding affinity value. This is MHC class II binding data. (1) The peptide sequence is LSEEKVPWDQVVMTS. The MHC is DRB3_0101 with pseudo-sequence DRB3_0101. The binding affinity (normalized) is 0. (2) The peptide sequence is EAYRMRFAAVITRVI. The MHC is DRB1_0901 with pseudo-sequence DRB1_0901. The binding affinity (normalized) is 0.624. (3) The peptide sequence is SWGAIWRIDT. The MHC is DRB1_0301 with pseudo-sequence DRB1_0301. The binding affinity (normalized) is 0.518.